From a dataset of Peptide-MHC class II binding affinity with 134,281 pairs from IEDB. Regression. Given a peptide amino acid sequence and an MHC pseudo amino acid sequence, predict their binding affinity value. This is MHC class II binding data. (1) The MHC is DRB1_1501 with pseudo-sequence DRB1_1501. The peptide sequence is ISGYNFSLSAAVKAG. The binding affinity (normalized) is 0.797. (2) The peptide sequence is GAEVHIGNGGPCLFM. The MHC is DRB1_1302 with pseudo-sequence DRB1_1302. The binding affinity (normalized) is 0.700. (3) The peptide sequence is VQYSRADEEQQQALS. The MHC is HLA-DPA10201-DPB10501 with pseudo-sequence HLA-DPA10201-DPB10501. The binding affinity (normalized) is 0.0188. (4) The peptide sequence is LGSQEGAMHTALTGA. The MHC is DRB1_0101 with pseudo-sequence DRB1_0101. The binding affinity (normalized) is 0.411. (5) The peptide sequence is ELQLKDGRRIVVPCR. The MHC is DRB1_0701 with pseudo-sequence DRB1_0701. The binding affinity (normalized) is 0.344. (6) The peptide sequence is GTKTPVSPGEMRLRD. The MHC is DRB4_0103 with pseudo-sequence DRB4_0103. The binding affinity (normalized) is 0.442. (7) The binding affinity (normalized) is 0.453. The MHC is DRB1_0701 with pseudo-sequence DRB1_0701. The peptide sequence is AFIVAATAANAAPAN.